This data is from Reaction yield outcomes from USPTO patents with 853,638 reactions. The task is: Predict the reaction yield, written as a fraction of the theoretical maximum amount of product (1.0 means a 100% yield; for example, 0.34 means a 34% yield). (1) The reactants are [Cl:1][C:2]1[CH:7]=[CH:6][CH:5]=[CH:4][C:3]=1[C:8]1[C:9]2[CH:19]=[CH:18][C:17](=[O:20])[N:16]([CH:21]([CH2:24][CH3:25])[CH2:22][CH3:23])[C:10]=2[N:11]=[C:12](SC)[N:13]=1.[CH2:26]([N:28]([CH2:32][CH3:33])[CH2:29][CH2:30][NH2:31])[CH3:27]. No catalyst specified. The product is [Cl:1][C:2]1[CH:7]=[CH:6][CH:5]=[CH:4][C:3]=1[C:8]1[C:9]2[CH:19]=[CH:18][C:17](=[O:20])[N:16]([CH:21]([CH2:24][CH3:25])[CH2:22][CH3:23])[C:10]=2[N:11]=[C:12]([NH:31][CH2:30][CH2:29][N:28]([CH2:32][CH3:33])[CH2:26][CH3:27])[N:13]=1. The yield is 0.800. (2) The reactants are [OH:1][C:2]1[CH:7]=[CH:6][C:5]([C:8]([C:10]2[CH:15]=[CH:14][C:13]([OH:16])=[CH:12][CH:11]=2)=O)=[CH:4][CH:3]=1.[C:17]([C:22]1[CH:27]=[CH:26][C:25]([O:28][CH2:29][C:30]([O:32][CH2:33][CH3:34])=[O:31])=[CH:24][CH:23]=1)(=O)[CH2:18][CH2:19][CH3:20]. No catalyst specified. The product is [OH:1][C:2]1[CH:7]=[CH:6][C:5]([C:8]([C:10]2[CH:15]=[CH:14][C:13]([OH:16])=[CH:12][CH:11]=2)=[C:17]([C:22]2[CH:27]=[CH:26][C:25]([O:28][CH2:29][C:30]([O:32][CH2:33][CH3:34])=[O:31])=[CH:24][CH:23]=2)[CH2:18][CH2:19][CH3:20])=[CH:4][CH:3]=1. The yield is 0.890.